This data is from Forward reaction prediction with 1.9M reactions from USPTO patents (1976-2016). The task is: Predict the product of the given reaction. (1) Given the reactants Cl[C:2]1[N:10]=[C:9]2[C:5]([NH:6][CH:7]=[N:8]2)=[C:4]([NH2:11])[N:3]=1.[Cl:12][C:13]1[CH:14]=[C:15]([CH:18]=[CH:19][CH:20]=1)[CH2:16][NH2:17].C(N(CC)CC)C, predict the reaction product. The product is: [Cl:12][C:13]1[CH:14]=[C:15]([CH:18]=[CH:19][CH:20]=1)[CH2:16][NH:17][C:2]1[N:10]=[C:9]2[C:5]([NH:6][CH:7]=[N:8]2)=[C:4]([NH2:11])[N:3]=1. (2) The product is: [C:11]([C:15]1[CH:20]=[CH:19][C:18]2[NH:21][C:8]([CH:3]3[CH:2]([OH:1])[CH2:7][CH2:6][CH2:5][NH:4]3)=[N:22][C:17]=2[CH:16]=1)([CH3:14])([CH3:12])[CH3:13]. Given the reactants [OH:1][CH:2]1[CH2:7][CH2:6][CH2:5][NH:4][CH:3]1[C:8](O)=O.[C:11]([C:15]1[CH:20]=[CH:19][C:18]([NH2:21])=[C:17]([NH2:22])[CH:16]=1)([CH3:14])([CH3:13])[CH3:12].F[P-](F)(F)(F)(F)F.N1(O[P+](N(C)C)(N(C)C)N(C)C)C2C=CC=CC=2N=N1, predict the reaction product. (3) Given the reactants [F:1][C:2]1[CH:7]=[CH:6][C:5]([NH2:8])=[CH:4][C:3]=1[NH:9][C:10](=[O:16])[O:11][C:12]([CH3:15])([CH3:14])[CH3:13].C([O-])([O-])=O.[K+].[K+].[Na+].[I-].[CH2:25]([O:28][CH2:29][CH2:30]Cl)[CH2:26]Cl, predict the reaction product. The product is: [F:1][C:2]1[CH:7]=[CH:6][C:5]([N:8]2[CH2:30][CH2:29][O:28][CH2:25][CH2:26]2)=[CH:4][C:3]=1[NH:9][C:10](=[O:16])[O:11][C:12]([CH3:13])([CH3:15])[CH3:14].